Dataset: Full USPTO retrosynthesis dataset with 1.9M reactions from patents (1976-2016). Task: Predict the reactants needed to synthesize the given product. Given the product [CH2:12]([NH:19][C:10]1[C:5]2[N:6]([C:2]([Br:1])=[CH:3][N:4]=2)[CH:7]=[CH:8][N:9]=1)[C:13]1[CH:18]=[CH:17][CH:16]=[CH:15][CH:14]=1, predict the reactants needed to synthesize it. The reactants are: [Br:1][C:2]1[N:6]2[C:7](Br)=[CH:8][N:9]=[CH:10][C:5]2=[N:4][CH:3]=1.[CH2:12]([NH2:19])[C:13]1[CH:18]=[CH:17][CH:16]=[CH:15][CH:14]=1.C(N(C(C)C)CC)(C)C.